This data is from CYP3A4 inhibition data for predicting drug metabolism from PubChem BioAssay. The task is: Regression/Classification. Given a drug SMILES string, predict its absorption, distribution, metabolism, or excretion properties. Task type varies by dataset: regression for continuous measurements (e.g., permeability, clearance, half-life) or binary classification for categorical outcomes (e.g., BBB penetration, CYP inhibition). Dataset: cyp3a4_veith. (1) The compound is CS(=O)(=O)Nc1cccc(-c2ccc3ncnc(N4CCOCC4)c3c2)c1. The result is 1 (inhibitor). (2) The drug is CCC(C)NC(=O)C1CC(c2ccc(OC)cc2)=NO1. The result is 0 (non-inhibitor). (3) The drug is COc1ccc(C(C(=O)Nc2ccc(F)cc2)N(C(=O)Cn2nnc3ccccc32)C2CC2)cc1. The result is 1 (inhibitor).